This data is from Reaction yield outcomes from USPTO patents with 853,638 reactions. The task is: Predict the reaction yield, written as a fraction of the theoretical maximum amount of product (1.0 means a 100% yield; for example, 0.34 means a 34% yield). (1) The product is [OH:13][C:9]1([C:19]2[CH:20]=[C:21]([O:22][CH3:23])[C:16]([O:15][CH3:14])=[CH:17][C:18]=2[NH:24][C:25](=[O:29])[CH:26]([CH3:27])[CH3:28])[C:10](=[O:11])[C:4]2[C:5](=[CH:6][CH:1]=[CH:2][CH:3]=2)[C:7]1=[O:8]. The yield is 0.630. The catalyst is OS(O)(=O)=O. The reactants are [CH:1]1[CH:6]=[C:5]2[C:7]([C:9]([OH:13])(O)[C:10](=[O:11])[C:4]2=[CH:3][CH:2]=1)=[O:8].[CH3:14][O:15][C:16]1[CH:17]=[C:18]([NH:24][C:25](=[O:29])[CH:26]([CH3:28])[CH3:27])[CH:19]=[CH:20][C:21]=1[O:22][CH3:23]. (2) The reactants are [CH3:1][C:2]1[CH:3]=[C:4]([CH:17]=[C:18]([CH3:20])[CH:19]=1)[O:5][C:6]1[CH:13]=[CH:12][C:9]([C:10]#[N:11])=[CH:8][C:7]=1[N+:14]([O-])=O.S(S([O-])=O)([O-])=O.[Na+].[Na+]. The catalyst is C1COCC1.O. The product is [NH2:14][C:7]1[CH:8]=[C:9]([CH:12]=[CH:13][C:6]=1[O:5][C:4]1[CH:3]=[C:2]([CH3:1])[CH:19]=[C:18]([CH3:20])[CH:17]=1)[C:10]#[N:11]. The yield is 0.952. (3) The reactants are [CH3:1][N:2]1[CH:6]=[CH:5][C:4]([NH:7][C:8]([C:10]2[C:15](Br)=[CH:14][CH:13]=[C:12]([CH3:17])[N:11]=2)=[O:9])=[N:3]1.[NH2:18][C:19]1[CH:23]=[CH:22][N:21]([CH3:24])[N:20]=1.C(=O)([O-])[O-].[Cs+].[Cs+].CC1(C)C2C(=C(P(C3C=CC=CC=3)C3C=CC=CC=3)C=CC=2)OC2C(P(C3C=CC=CC=3)C3C=CC=CC=3)=CC=CC1=2.C(Cl)(Cl)Cl. The catalyst is O1CCOCC1.C1C=CC(/C=C/C(/C=C/C2C=CC=CC=2)=O)=CC=1.C1C=CC(/C=C/C(/C=C/C2C=CC=CC=2)=O)=CC=1.C1C=CC(/C=C/C(/C=C/C2C=CC=CC=2)=O)=CC=1.[Pd].[Pd]. The product is [CH3:1][N:2]1[CH:6]=[CH:5][C:4]([NH:7][C:8]([C:10]2[C:15]([NH:18][C:19]3[CH:23]=[CH:22][N:21]([CH3:24])[N:20]=3)=[CH:14][CH:13]=[C:12]([CH3:17])[N:11]=2)=[O:9])=[N:3]1. The yield is 0.170.